This data is from Full USPTO retrosynthesis dataset with 1.9M reactions from patents (1976-2016). The task is: Predict the reactants needed to synthesize the given product. (1) Given the product [CH:1]([N:4]1[CH2:9][CH2:8][N:7]([C:10]([C:12]2[CH:13]=[C:14]3[C:18](=[CH:19][CH:20]=2)[N:17]([C:30]2[CH:37]=[CH:36][C:33]([C:34]#[N:35])=[CH:32][CH:31]=2)[C:16]([C:21]([N:23]2[CH2:24][CH2:25][O:26][CH2:27][CH2:28]2)=[O:22])=[CH:15]3)=[O:11])[CH2:6][CH2:5]1)([CH3:3])[CH3:2], predict the reactants needed to synthesize it. The reactants are: [CH:1]([N:4]1[CH2:9][CH2:8][N:7]([C:10]([C:12]2[CH:13]=[C:14]3[C:18](=[CH:19][CH:20]=2)[NH:17][C:16]([C:21]([N:23]2[CH2:28][CH2:27][O:26][CH2:25][CH2:24]2)=[O:22])=[CH:15]3)=[O:11])[CH2:6][CH2:5]1)([CH3:3])[CH3:2].I[C:30]1[CH:37]=[CH:36][C:33]([C:34]#[N:35])=[CH:32][CH:31]=1. (2) Given the product [CH3:22][O:1][C:2]1[CH:3]=[N:4][C:5]2[C:10]([CH:11]=1)=[CH:9][C:8]([CH2:12][C:13]([O:15][C:16]([CH3:19])([CH3:18])[CH3:17])=[O:14])=[CH:7][CH:6]=2, predict the reactants needed to synthesize it. The reactants are: [OH:1][C:2]1[CH:3]=[N:4][C:5]2[C:10]([CH:11]=1)=[CH:9][C:8]([CH2:12][C:13]([O:15][C:16]([CH3:19])([CH3:18])[CH3:17])=[O:14])=[CH:7][CH:6]=2.CO.[CH2:22](P(CCCC)CCCC)CCC.N(C(N1CCCCC1)=O)=NC(N1CCCCC1)=O. (3) Given the product [CH2:1]([O:4][C:5]1[CH:13]=[CH:12][C:8]([C:9]([Cl:18])=[O:10])=[CH:7][C:6]=1[O:14][CH3:15])[C:2]#[CH:3], predict the reactants needed to synthesize it. The reactants are: [CH2:1]([O:4][C:5]1[CH:13]=[CH:12][C:8]([C:9](O)=[O:10])=[CH:7][C:6]=1[O:14][CH3:15])[C:2]#[CH:3].S(Cl)([Cl:18])=O. (4) Given the product [C:17]([NH:18][C@H:19]1[CH2:23][CH2:22][N:21]([C:3]2[C:2]([C:29]3[CH:30]=[CH:31][C:26]([O:25][C:32]4[CH:37]=[CH:36][CH:35]=[CH:34][CH:33]=4)=[CH:27][CH:28]=3)=[CH:10][C:6]([C:7]([NH2:9])=[O:8])=[CH:5][N:4]=2)[CH2:20]1)(=[O:24])[CH:41]=[CH2:42], predict the reactants needed to synthesize it. The reactants are: Cl[C:2]1[C:3](Cl)=[N:4][CH:5]=[C:6]([CH:10]=1)[C:7]([NH2:9])=[O:8].C(O[C:17](=[O:24])[NH:18][C@H:19]1[CH2:23][CH2:22][NH:21][CH2:20]1)(C)(C)C.[O:25]([C:32]1[CH:37]=[CH:36][C:35](B(O)O)=[CH:34][CH:33]=1)[C:26]1[CH:31]=[CH:30][CH:29]=[CH:28][CH:27]=1.[C:41](O)(=O)[CH:42]=C. (5) The reactants are: [CH3:1][C:2]1[C:10]2[O:9][CH:8]=[CH:7][C:6]=2[CH:5]=[C:4]([N+:11]([O-:13])=[O:12])[CH:3]=1.C(OOC(=O)C1C=CC=CC=1)(=O)C1C=CC=CC=1.C1C(=O)N([Br:39])C(=O)C1. Given the product [Br:39][CH2:1][C:2]1[C:10]2[O:9][CH:8]=[CH:7][C:6]=2[CH:5]=[C:4]([N+:11]([O-:13])=[O:12])[CH:3]=1, predict the reactants needed to synthesize it. (6) The reactants are: [CH2:1]([O:3][C:4](=[O:18])[CH:5]([O:15][CH2:16][CH3:17])[CH2:6][C:7]1[CH:12]=[CH:11][C:10]([OH:13])=[CH:9][C:8]=1[CH3:14])[CH3:2].Cl[CH2:20][C:21]1[N:22]=[C:23]([C:27]2[CH:32]=[CH:31][CH:30]=[C:29]([C:33]([F:36])([F:35])[F:34])[CH:28]=2)[O:24][C:25]=1[CH3:26].FC(F)(F)C1C=C(C=CC=1)C=O.O=P(Cl)(Cl)Cl.C(=O)([O-])[O-].[Cs+].[Cs+].[I-].[K+]. Given the product [CH2:1]([O:3][C:4](=[O:18])[CH:5]([O:15][CH2:16][CH3:17])[CH2:6][C:7]1[CH:12]=[CH:11][C:10]([O:13][CH2:20][C:21]2[N:22]=[C:23]([C:27]3[CH:32]=[CH:31][CH:30]=[C:29]([C:33]([F:36])([F:35])[F:34])[CH:28]=3)[O:24][C:25]=2[CH3:26])=[CH:9][C:8]=1[CH3:14])[CH3:2], predict the reactants needed to synthesize it. (7) Given the product [OH:16][N:15]=[C:12]([NH2:13])[C:10]1[O:9][C:8]2[C:3]([O:2][CH3:1])=[CH:4][CH:5]=[CH:6][C:7]=2[CH:11]=1, predict the reactants needed to synthesize it. The reactants are: [CH3:1][O:2][C:3]1[C:8]2[O:9][C:10]([C:12]#[N:13])=[CH:11][C:7]=2[CH:6]=[CH:5][CH:4]=1.Cl.[NH2:15][OH:16].C(=O)([O-])O.[Na+]. (8) Given the product [F:20][C:2]1([F:1])[CH2:3][C:4]2[S:8][C:7]([NH:9][C:29]([C:21]3[CH2:25][CH2:24][CH2:23][C:22]=3[C:26]([OH:28])=[O:27])=[O:30])=[C:6]([C:10]3[S:11][CH:12]=[C:13]([CH:15]([CH3:17])[CH3:16])[N:14]=3)[C:5]=2[CH2:18][CH2:19]1, predict the reactants needed to synthesize it. The reactants are: [F:1][C:2]1([F:20])[CH2:19][CH2:18][C:5]2[C:6]([C:10]3[S:11][CH:12]=[C:13]([CH:15]([CH3:17])[CH3:16])[N:14]=3)=[C:7]([NH2:9])[S:8][C:4]=2[CH2:3]1.[C:21]12[C:29](=[O:30])[O:28][C:26](=[O:27])[C:22]=1[CH2:23][CH2:24][CH2:25]2. (9) Given the product [OH:5][CH2:4][CH2:3][N:2]([CH3:1])[S:14]([C:12]1[S:13][C:9]([Cl:8])=[C:10]([N+:18]([O-:20])=[O:19])[CH:11]=1)(=[O:16])=[O:15], predict the reactants needed to synthesize it. The reactants are: [CH3:1][NH:2][CH2:3][CH2:4][OH:5].[O-2].[Mg+2].[Cl:8][C:9]1[S:13][C:12]([S:14](Cl)(=[O:16])=[O:15])=[CH:11][C:10]=1[N+:18]([O-:20])=[O:19].